From a dataset of Full USPTO retrosynthesis dataset with 1.9M reactions from patents (1976-2016). Predict the reactants needed to synthesize the given product. Given the product [N+:3]([C:6]1[CH:15]=[C:14]2[C:9]([CH:10]=[CH:11][N:12]=[CH:13]2)=[CH:8][CH:7]=1)([O-:5])=[O:4], predict the reactants needed to synthesize it. The reactants are: II.[N+:3]([C:6]1[CH:15]=[C:14]2[C:9]([CH2:10][CH2:11][NH:12][CH2:13]2)=[CH:8][CH:7]=1)([O-:5])=[O:4].